Dataset: Reaction yield outcomes from USPTO patents with 853,638 reactions. Task: Predict the reaction yield, written as a fraction of the theoretical maximum amount of product (1.0 means a 100% yield; for example, 0.34 means a 34% yield). (1) The reactants are [OH:1][C:2]1[CH:7]=[C:6]([CH3:8])[C:5]([NH:9][CH:10]=[O:11])=[C:4]([CH3:12])[C:3]=1[CH3:13].Br[CH2:15]/[CH:16]=[CH:17]/[C:18]1[CH:23]=[CH:22][C:21]([F:24])=[CH:20][CH:19]=1. The catalyst is C(OCC)(=O)C.CCCCCC. The product is [F:24][C:21]1[CH:22]=[CH:23][C:18](/[CH:17]=[CH:16]/[CH2:15][O:1][C:2]2[CH:7]=[C:6]([CH3:8])[C:5]([NH:9][CH:10]=[O:11])=[C:4]([CH3:12])[C:3]=2[CH3:13])=[CH:19][CH:20]=1. The yield is 0.520. (2) The reactants are [CH2:1]([O:8][C:9](=[O:44])[N:10]([CH2:41][CH:42]=[CH2:43])[C:11]1[C:16](=[O:17])[N:15]2[C@H:18]([C:25]([N:27]([C:34]([O:36][C:37]([CH3:40])([CH3:39])[CH3:38])=[O:35])[C:28]3[CH:33]=[CH:32][CH:31]=[CH:30][CH:29]=3)=[O:26])[CH2:19][C@:20](N=[N+]=[N-])([CH3:21])[C:14]2=[N:13][CH:12]=1)[C:2]1[CH:7]=[CH:6][CH:5]=[CH:4][CH:3]=1.[C:45]([O:49][C:50](=[O:86])[CH2:51][C@@]1(C)C2=NC=C(N(CC=C)C(OCC3C=CC=CC=3)=O)C(=O)N2[C@@H](C(=O)NC2C=CC=CC=2)C1)([CH3:48])([CH3:47])[CH3:46]. No catalyst specified. The product is [C:45]([O:49][C:50](=[O:86])[CH2:51][C@@:20]1([CH3:21])[C:14]2=[N:13][CH:12]=[C:11]([N:10]([CH2:41][CH:42]=[CH2:43])[C:9]([O:8][CH2:1][C:2]3[CH:7]=[CH:6][CH:5]=[CH:4][CH:3]=3)=[O:44])[C:16](=[O:17])[N:15]2[C@@H:18]([C:25]([N:27]([C:34]([O:36][C:37]([CH3:40])([CH3:38])[CH3:39])=[O:35])[C:28]2[CH:33]=[CH:32][CH:31]=[CH:30][CH:29]=2)=[O:26])[CH2:19]1)([CH3:48])([CH3:47])[CH3:46]. The yield is 0.820.